Dataset: Peptide-MHC class I binding affinity with 185,985 pairs from IEDB/IMGT. Task: Regression. Given a peptide amino acid sequence and an MHC pseudo amino acid sequence, predict their binding affinity value. This is MHC class I binding data. The peptide sequence is YECTSRHFT. The MHC is HLA-A26:01 with pseudo-sequence HLA-A26:01. The binding affinity (normalized) is 0.0847.